Dataset: Catalyst prediction with 721,799 reactions and 888 catalyst types from USPTO. Task: Predict which catalyst facilitates the given reaction. (1) Reactant: [NH2:1][C:2]1[CH:3]=[N:4][CH:5]=[CH:6][C:7]=1[CH:8]1[CH2:13][CH2:12][CH2:11][CH:10]([N:14]2[C:22](=[O:23])[C:21]3[C:16](=[CH:17][CH:18]=[CH:19][CH:20]=3)[C:15]2=[O:24])[CH2:9]1.[NH2:25][C:26]1[C:27]([C:34](O)=[O:35])=[N:28][C:29]([Br:33])=[C:30]([F:32])[CH:31]=1. Product: [NH2:25][C:26]1[C:27]([C:34]([NH:1][C:2]2[CH:3]=[N:4][CH:5]=[CH:6][C:7]=2[C@@H:8]2[CH2:13][CH2:12][CH2:11][C@H:10]([N:14]3[C:15](=[O:24])[C:16]4[C:21](=[CH:20][CH:19]=[CH:18][CH:17]=4)[C:22]3=[O:23])[CH2:9]2)=[O:35])=[N:28][C:29]([Br:33])=[C:30]([F:32])[CH:31]=1. The catalyst class is: 25. (2) Reactant: [CH2:1]([NH:8][C:9](=O)[CH2:10][CH2:11][C:12]([CH3:17])([N+:14]([O-:16])=[O:15])[CH3:13])[C:2]1[CH:7]=[CH:6][CH:5]=[CH:4][CH:3]=1.Cl. Product: [CH2:1]([NH:8][CH2:9][CH2:10][CH2:11][C:12]([CH3:17])([N+:14]([O-:16])=[O:15])[CH3:13])[C:2]1[CH:7]=[CH:6][CH:5]=[CH:4][CH:3]=1. The catalyst class is: 7. (3) Reactant: [C:1]([C:5]1[CH:54]=[CH:53][C:8]([CH2:9][O:10][C:11]2[CH:16]=[CH:15][CH:14]=[CH:13][C:12]=2/[CH:17]=[CH:18]/[CH:19]([CH2:33][C:34]2[CH:39]=[C:38]([F:40])[C:37]([O:41][Si](C(C)C)(C(C)C)C(C)C)=[C:36]([F:52])[CH:35]=2)[CH2:20][CH2:21][C:22]2[CH:27]=[CH:26][C:25]([C:28]3[NH:32][N:31]=[N:30][N:29]=3)=[CH:24][CH:23]=2)=[CH:7][CH:6]=1)([CH3:4])([CH3:3])[CH3:2].[F-].C([N+](CCCC)(CCCC)CCCC)CCC.O=O.[Cl-].[NH4+]. Product: [C:1]([C:5]1[CH:54]=[CH:53][C:8]([CH2:9][O:10][C:11]2[CH:16]=[CH:15][CH:14]=[CH:13][C:12]=2/[CH:17]=[CH:18]/[CH:19]([CH2:20][CH2:21][C:22]2[CH:27]=[CH:26][C:25]([C:28]3[NH:32][N:31]=[N:30][N:29]=3)=[CH:24][CH:23]=2)[CH2:33][C:34]2[CH:39]=[C:38]([F:40])[C:37]([OH:41])=[C:36]([F:52])[CH:35]=2)=[CH:7][CH:6]=1)([CH3:4])([CH3:2])[CH3:3]. The catalyst class is: 1. (4) Reactant: I[Si](C)(C)C.[F:6][C:7]1[CH:8]=[C:9]([C@H:14]2[N:22]3[C@H:17]([CH2:18][CH2:19][CH2:20][C:21]3=[O:23])[CH2:16][CH2:15]2)[CH:10]=[CH:11][C:12]=1[F:13].CN(C)CCN(C)C.[I:32]I.S([O-])([O-])(=O)=S.[Na+].[Na+]. Product: [F:6][C:7]1[CH:8]=[C:9]([C@H:14]2[N:22]3[C@@H:17]([CH2:18][CH2:19][CH:20]([I:32])[C:21]3=[O:23])[CH2:16][CH2:15]2)[CH:10]=[CH:11][C:12]=1[F:13]. The catalyst class is: 124.